This data is from Full USPTO retrosynthesis dataset with 1.9M reactions from patents (1976-2016). The task is: Predict the reactants needed to synthesize the given product. (1) Given the product [Cl:32][CH2:33][CH2:34][CH2:35][O:30][C:19]1[CH:20]=[C:21]([CH2:24][CH2:25][C:26]([O:28][CH3:29])=[O:27])[CH:22]=[CH:23][C:18]=1[C:14]1[CH:15]=[CH:16][CH:17]=[C:12]([N:10]([CH3:11])[C:9]([NH:8][CH2:1][CH2:2][CH2:3][CH2:4][CH2:5][CH2:6][CH3:7])=[O:31])[CH:13]=1, predict the reactants needed to synthesize it. The reactants are: [CH2:1]([NH:8][C:9](=[O:31])[N:10]([C:12]1[CH:13]=[C:14]([C:18]2[CH:23]=[CH:22][C:21]([CH2:24][CH2:25][C:26]([O:28][CH3:29])=[O:27])=[CH:20][C:19]=2[OH:30])[CH:15]=[CH:16][CH:17]=1)[CH3:11])[CH2:2][CH2:3][CH2:4][CH2:5][CH2:6][CH3:7].[Cl:32][CH2:33][CH2:34][CH2:35]I.C(=O)([O-])[O-].[K+].[K+]. (2) The reactants are: Cl[C:2]1[N:7]=[C:6]([C:8]2[CH:13]=[CH:12][CH:11]=[C:10]([C:14]([F:17])([F:16])[F:15])[N:9]=2)[N:5]=[C:4]([NH:18][C@@H:19]([CH:21]2[CH2:23][CH2:22]2)[CH3:20])[N:3]=1.[CH3:24][CH:25]([NH2:29])[CH2:26][CH2:27][CH3:28].[F-].[Cs+].CCN(C(C)C)C(C)C. Given the product [CH:21]1([C@H:19]([NH:18][C:4]2[N:3]=[C:2]([NH:29][CH:25]([CH2:26][CH2:27][CH3:28])[CH3:24])[N:7]=[C:6]([C:8]3[CH:13]=[CH:12][CH:11]=[C:10]([C:14]([F:17])([F:16])[F:15])[N:9]=3)[N:5]=2)[CH3:20])[CH2:23][CH2:22]1, predict the reactants needed to synthesize it. (3) Given the product [Cl:22][C:23]1[CH:24]=[C:25]([NH:30][C:31]([NH:2][CH2:3][C:4]2[CH:12]=[CH:11][CH:10]=[C:9]3[C:5]=2[CH2:6][N:7]([CH:14]2[CH2:19][CH2:18][C:17](=[O:20])[NH:16][C:15]2=[O:21])[C:8]3=[O:13])=[O:32])[CH:26]=[CH:27][C:28]=1[CH3:29], predict the reactants needed to synthesize it. The reactants are: Cl.[NH2:2][CH2:3][C:4]1[CH:12]=[CH:11][CH:10]=[C:9]2[C:5]=1[CH2:6][N:7]([CH:14]1[CH2:19][CH2:18][C:17](=[O:20])[NH:16][C:15]1=[O:21])[C:8]2=[O:13].[Cl:22][C:23]1[CH:24]=[C:25]([N:30]=[C:31]=[O:32])[CH:26]=[CH:27][C:28]=1[CH3:29].C(N(C(C)C)CC)(C)C. (4) Given the product [Br:22][C:19]1[CH:20]=[CH:21][C:16]([C:14]2([CH3:15])[C:3](=[O:24])[C:4]3[C:5](=[CH:6][C:7]([Cl:11])=[CH:8][C:9]=3[Cl:10])[NH:12][C:13]2=[O:23])=[CH:17][CH:18]=1, predict the reactants needed to synthesize it. The reactants are: CO[C:3](=[O:24])[C:4]1[C:9]([Cl:10])=[CH:8][C:7]([Cl:11])=[CH:6][C:5]=1[NH:12][C:13](=[O:23])[CH:14]([C:16]1[CH:21]=[CH:20][C:19]([Br:22])=[CH:18][CH:17]=1)[CH3:15].[H-].[Na+].[Li+].C[Si]([N-][Si](C)(C)C)(C)C.CCCCCC. (5) Given the product [Cl:1][C:2]1[N:3]=[C:4]([C:18]([O:20][CH2:21][CH3:22])=[CH2:19])[C:5]2[S:10][CH:9]=[CH:8][C:6]=2[N:7]=1, predict the reactants needed to synthesize it. The reactants are: [Cl:1][C:2]1[N:3]=[C:4](Cl)[C:5]2[S:10][CH:9]=[CH:8][C:6]=2[N:7]=1.C([O-])([O-])=O.[K+].[K+].[CH2:18]([O:20][C:21]([Sn](CCCC)(CCCC)CCCC)=[CH2:22])[CH3:19].